Task: Regression. Given a peptide amino acid sequence and an MHC pseudo amino acid sequence, predict their binding affinity value. This is MHC class II binding data.. Dataset: Peptide-MHC class II binding affinity with 134,281 pairs from IEDB The peptide sequence is LARALVRAVAESHGV. The MHC is DRB1_1501 with pseudo-sequence DRB1_1501. The binding affinity (normalized) is 0.608.